This data is from Retrosynthesis with 50K atom-mapped reactions and 10 reaction types from USPTO. The task is: Predict the reactants needed to synthesize the given product. (1) Given the product C=CC[C@@H]1CC[C@@](C)(OC(C)=O)C1(C)C, predict the reactants needed to synthesize it. The reactants are: C=CCC1CCC(C)(O)C1(C)C.CC(=O)Cl. (2) The reactants are: OCCCCOCc1ccccc1. Given the product O=CCCCOCc1ccccc1, predict the reactants needed to synthesize it.